This data is from TCR-epitope binding with 47,182 pairs between 192 epitopes and 23,139 TCRs. The task is: Binary Classification. Given a T-cell receptor sequence (or CDR3 region) and an epitope sequence, predict whether binding occurs between them. (1) The epitope is YLQPRTFLL. The TCR CDR3 sequence is CASSNSLGGYTF. Result: 1 (the TCR binds to the epitope). (2) The epitope is AVFDRKSDAK. The TCR CDR3 sequence is CATTNGGRGYTF. Result: 1 (the TCR binds to the epitope). (3) The epitope is KAYNVTQAF. The TCR CDR3 sequence is CASSYSSPLDGYTF. Result: 1 (the TCR binds to the epitope). (4) The epitope is PKYVKQNTLKLAT. The TCR CDR3 sequence is CATSAPSARTDTQYF. Result: 1 (the TCR binds to the epitope). (5) The epitope is TEILPVSMTK. The TCR CDR3 sequence is CASSYSIGSSRAYYGYTF. Result: 0 (the TCR does not bind to the epitope). (6) The epitope is VSFIEFVGW. The TCR CDR3 sequence is CASSPTRGGTDTQYF. Result: 0 (the TCR does not bind to the epitope). (7) The TCR CDR3 sequence is CASSLGTNYEQYF. Result: 1 (the TCR binds to the epitope). The epitope is LEPLVDLPI. (8) The TCR CDR3 sequence is CASSLTQGGNTIYF. Result: 0 (the TCR does not bind to the epitope). The epitope is TAFTIPSI. (9) The epitope is RQLLFVVEV. The TCR CDR3 sequence is CASSSYAGDLRETQYF. Result: 0 (the TCR does not bind to the epitope).